Dataset: Full USPTO retrosynthesis dataset with 1.9M reactions from patents (1976-2016). Task: Predict the reactants needed to synthesize the given product. (1) Given the product [N:1]1([S:10]([C:13]2[CH:14]=[C:15]([CH:19]=[CH:20][CH:21]=2)[C:16]([NH:27][C:26]2[CH:28]=[CH:29][CH:30]=[C:24]([O:23][CH3:22])[CH:25]=2)=[O:17])(=[O:11])=[O:12])[C:9]2[C:4](=[CH:5][CH:6]=[CH:7][CH:8]=2)[CH2:3][CH2:2]1, predict the reactants needed to synthesize it. The reactants are: [N:1]1([S:10]([C:13]2[CH:14]=[C:15]([CH:19]=[CH:20][CH:21]=2)[C:16](O)=[O:17])(=[O:12])=[O:11])[C:9]2[C:4](=[CH:5][CH:6]=[CH:7][CH:8]=2)[CH2:3][CH2:2]1.[CH3:22][O:23][C:24]1[CH:25]=[C:26]([CH:28]=[CH:29][CH:30]=1)[NH2:27]. (2) Given the product [Br:1][C:2]1[CH:3]=[C:4]2[C:9](=[CH:10][C:11]=1[O:12][CH3:13])[CH:8]([CH:14]=[O:15])[O:7][CH2:6][CH2:5]2, predict the reactants needed to synthesize it. The reactants are: [Br:1][C:2]1[CH:3]=[C:4]2[C:9](=[CH:10][C:11]=1[O:12][CH3:13])[CH:8]([C:14](N(C)OC)=[O:15])[O:7][CH2:6][CH2:5]2.CC(C[AlH]CC(C)C)C. (3) Given the product [C:37]([O:40][CH2:41][O:29][C:28](=[O:30])[C@H:27]([OH:31])[CH2:26][N:15]([CH2:14][C:11]1[CH:10]=[CH:9][C:8]([C:6]2[CH:7]=[C:2]([Cl:1])[CH:3]=[CH:4][C:5]=2[F:32])=[CH:13][CH:12]=1)[NH:16][C:17]([C:19]1[O:23][N:22]=[C:21]([O:24][CH3:25])[CH:20]=1)=[O:18])(=[O:39])[CH3:38], predict the reactants needed to synthesize it. The reactants are: [Cl:1][C:2]1[CH:3]=[CH:4][C:5]([F:32])=[C:6]([C:8]2[CH:13]=[CH:12][C:11]([CH2:14][N:15]([CH2:26][C@@H:27]([OH:31])[C:28]([OH:30])=[O:29])[NH:16][C:17]([C:19]3[O:23][N:22]=[C:21]([O:24][CH3:25])[CH:20]=3)=[O:18])=[CH:10][CH:9]=2)[CH:7]=1.CC(C)=O.[C:37]([O:40][CH2:41]Br)(=[O:39])[CH3:38].CCN(CC)CC.CC(O)=O. (4) Given the product [CH3:36][C:35]1[CH:34]=[CH:33][C:32]([CH2:37][OH:38])=[CH:31][C:30]=1[N:29]([CH3:39])[C:27]1[CH:26]=[CH:25][N:24]=[C:23]([NH:10][C:9]2[CH:11]=[C:12]([O:14][CH2:15][C:16]3[CH:17]=[CH:18][CH:19]=[CH:20][CH:21]=3)[CH:13]=[C:7]([N:1]3[CH2:6][CH2:5][O:4][CH2:3][CH2:2]3)[CH:8]=2)[N:28]=1, predict the reactants needed to synthesize it. The reactants are: [N:1]1([C:7]2[CH:8]=[C:9]([CH:11]=[C:12]([O:14][CH2:15][C:16]3[CH:21]=[CH:20][CH:19]=[CH:18][CH:17]=3)[CH:13]=2)[NH2:10])[CH2:6][CH2:5][O:4][CH2:3][CH2:2]1.Cl[C:23]1[N:28]=[C:27]([N:29]([CH3:39])[C:30]2[CH:31]=[C:32]([CH2:37][OH:38])[CH:33]=[CH:34][C:35]=2[CH3:36])[CH:26]=[CH:25][N:24]=1. (5) Given the product [C:7]([O:6][C:5]([NH:4][CH2:3][CH2:2][O:12][C:13]1[CH:14]=[C:15]([CH:18]=[CH:19][CH:20]=1)[C:16]#[N:17])=[O:11])([CH3:10])([CH3:9])[CH3:8], predict the reactants needed to synthesize it. The reactants are: Br[CH2:2][CH2:3][NH:4][C:5](=[O:11])[O:6][C:7]([CH3:10])([CH3:9])[CH3:8].[OH:12][C:13]1[CH:14]=[C:15]([CH:18]=[CH:19][CH:20]=1)[C:16]#[N:17].C(=O)([O-])[O-].[K+].[K+].[I-].[Na+].